From a dataset of Full USPTO retrosynthesis dataset with 1.9M reactions from patents (1976-2016). Predict the reactants needed to synthesize the given product. (1) Given the product [Br:1][C:2]1[CH:14]=[CH:13][C:5]2[C:6]3[N:10]=[CH:9][N:8]([C:16]4[CH:17]=[CH:18][C:19]([O:22][C:23]([F:24])([F:25])[F:26])=[CH:20][CH:21]=4)[C:7]=3[CH:11]=[CH:12][C:4]=2[CH:3]=1, predict the reactants needed to synthesize it. The reactants are: [Br:1][C:2]1[CH:14]=[CH:13][C:5]2[C:6]3[N:10]=[CH:9][NH:8][C:7]=3[CH:11]=[CH:12][C:4]=2[CH:3]=1.F[C:16]1[CH:21]=[CH:20][C:19]([O:22][C:23]([F:26])([F:25])[F:24])=[CH:18][CH:17]=1.C([O-])([O-])=O.[Cs+].[Cs+]. (2) Given the product [C:1]([O:5][C:6]([C:8]1([C:14]2[CH:15]=[CH:16][C:17]([C:18]([OH:20])=[O:19])=[CH:22][CH:23]=2)[CH2:13][CH2:12][CH2:11][CH2:10][CH2:9]1)=[O:7])([CH3:4])([CH3:2])[CH3:3], predict the reactants needed to synthesize it. The reactants are: [C:1]([O:5][C:6]([C:8]1([C:14]2[CH:23]=[CH:22][C:17]([C:18]([O:20]C)=[O:19])=[CH:16][CH:15]=2)[CH2:13][CH2:12][CH2:11][CH2:10][CH2:9]1)=[O:7])([CH3:4])([CH3:3])[CH3:2].[Li+].[OH-].O. (3) Given the product [CH2:1]([O:3][C:4](=[O:16])[CH2:5][CH:6]([Br:17])[C:7]([C:9]1[C:14]([Br:15])=[CH:13][CH:12]=[CH:11][N:10]=1)=[O:8])[CH3:2], predict the reactants needed to synthesize it. The reactants are: [CH2:1]([O:3][C:4](=[O:16])[CH2:5][CH2:6][C:7]([C:9]1[C:14]([Br:15])=[CH:13][CH:12]=[CH:11][N:10]=1)=[O:8])[CH3:2].[Br:17]Br. (4) Given the product [CH3:1][O:2][C:3](=[O:27])[CH2:4][CH2:5][C:6]1[CH:7]=[CH:8][C:9]([CH2:12][N:13]2[CH:18]=[CH:17][CH:16]=[C:15]([C:19]3[CH:20]=[CH:21][C:22]([NH:25][C:32]([N:40]4[C:48]5[C:43](=[CH:44][CH:45]=[CH:46][CH:47]=5)[CH2:42][CH2:41]4)=[O:38])=[CH:23][CH:24]=3)[C:14]2=[O:26])=[CH:10][CH:11]=1, predict the reactants needed to synthesize it. The reactants are: [CH3:1][O:2][C:3](=[O:27])[CH2:4][CH2:5][C:6]1[CH:11]=[CH:10][C:9]([CH2:12][N:13]2[CH:18]=[CH:17][CH:16]=[C:15]([C:19]3[CH:24]=[CH:23][C:22]([NH2:25])=[CH:21][CH:20]=3)[C:14]2=[O:26])=[CH:8][CH:7]=1.ClC(Cl)(O[C:32](=[O:38])OC(Cl)(Cl)Cl)Cl.[NH:40]1[C:48]2[C:43](=[CH:44][CH:45]=[CH:46][CH:47]=2)[CH2:42][CH2:41]1.C(OCC)(=O)C. (5) Given the product [NH2:9][C:3]1[N:4]=[CH:5][N:6]=[C:7]([NH:10][CH2:11][CH:12]2[CH2:13][CH2:14][N:15]([C:18]([C:45]3[CH:46]=[CH:47][N:42]([CH3:41])[C:43](=[O:51])[CH:44]=3)=[O:20])[CH2:16][CH2:17]2)[C:2]=1[C:29]1[CH:30]=[CH:31][C:26]([O:25][C:32]2[CH:37]=[CH:36][CH:35]=[CH:34][CH:33]=2)=[CH:27][CH:28]=1, predict the reactants needed to synthesize it. The reactants are: Cl[C:2]1[C:3]([NH2:9])=[N:4][CH:5]=[N:6][C:7]=1Cl.[NH2:10][CH2:11][CH:12]1[CH2:17][CH2:16][N:15]([C:18]([O:20]C(C)(C)C)=O)[CH2:14][CH2:13]1.[O:25]([C:32]1[CH:37]=[CH:36][C:35](B(O)O)=[CH:34][CH:33]=1)[C:26]1[CH:31]=[CH:30][CH:29]=[CH:28][CH:27]=1.[CH3:41][N:42]1[CH:47]=[CH:46][C:45](C(O)=O)=[CH:44][C:43]1=[O:51]. (6) Given the product [Cl:1][C:2]1[CH:3]=[CH:4][C:5]([C:8]2[C:12]([CH3:13])=[C:11]([NH:14][C:15](=[O:18])[CH2:16][SH:17])[NH:10][N:9]=2)=[CH:6][CH:7]=1, predict the reactants needed to synthesize it. The reactants are: [Cl:1][C:2]1[CH:7]=[CH:6][C:5]([C:8]2[C:12]([CH3:13])=[C:11]([NH2:14])[NH:10][N:9]=2)=[CH:4][CH:3]=1.[C:15](O)(=[O:18])[CH2:16][SH:17]. (7) Given the product [CH:18]1([CH2:21][O:22][C:23]2[CH:24]=[C:25]([C:29]3[C:37]4[C:32](=[CH:33][CH:34]=[C:35]([CH2:38][C:39]([OH:13])=[O:40])[CH:36]=4)[N:31]([CH2:41][C:42]4[CH:47]=[CH:46][CH:45]=[C:44]([O:48][CH3:49])[CH:43]=4)[C:30]=3[C:50]([O:52][CH2:53][CH3:54])=[O:51])[CH:26]=[CH:27][CH:28]=2)[CH2:20][CH2:19]1, predict the reactants needed to synthesize it. The reactants are: CC(=CC)C.OP([O-])(O)=O.[Na+].Cl([O-])(=O)(=O)=[O:13].[Na+].[CH:18]1([CH2:21][O:22][C:23]2[CH:24]=[C:25]([C:29]3[C:37]4[C:32](=[CH:33][CH:34]=[C:35]([CH2:38][CH:39]=[O:40])[CH:36]=4)[N:31]([CH2:41][C:42]4[CH:47]=[CH:46][CH:45]=[C:44]([O:48][CH3:49])[CH:43]=4)[C:30]=3[C:50]([O:52][CH2:53][CH3:54])=[O:51])[CH:26]=[CH:27][CH:28]=2)[CH2:20][CH2:19]1.